Dataset: Peptide-MHC class I binding affinity with 185,985 pairs from IEDB/IMGT. Task: Regression. Given a peptide amino acid sequence and an MHC pseudo amino acid sequence, predict their binding affinity value. This is MHC class I binding data. (1) The peptide sequence is LRSRYWAI. The MHC is H-2-Kb with pseudo-sequence H-2-Kb. The binding affinity (normalized) is 0.219. (2) The peptide sequence is LAISAVYFK. The MHC is HLA-A31:01 with pseudo-sequence HLA-A31:01. The binding affinity (normalized) is 0.492.